Dataset: Full USPTO retrosynthesis dataset with 1.9M reactions from patents (1976-2016). Task: Predict the reactants needed to synthesize the given product. (1) The reactants are: [Cl:1][C:2]1[CH:10]=[C:9]2[C:5]([C:6]([C:11]([N:13]3[CH2:18][CH2:17][C:16]4([C:22]5[CH:23]=[CH:24][CH:25]=[CH:26][C:21]=5[C:20](=[O:27])[O:19]4)[CH2:15][CH2:14]3)=[O:12])=[CH:7][NH:8]2)=[CH:4][CH:3]=1.[F:28][C:29]1[CH:30]=[C:31]([CH:35]=[CH:36][CH:37]=1)[C:32](Cl)=[O:33]. Given the product [Cl:1][C:2]1[CH:10]=[C:9]2[C:5]([C:6]([C:11]([N:13]3[CH2:18][CH2:17][C:16]4([C:22]5[CH:23]=[CH:24][CH:25]=[CH:26][C:21]=5[C:20](=[O:27])[O:19]4)[CH2:15][CH2:14]3)=[O:12])=[CH:7][N:8]2[C:32](=[O:33])[C:31]2[CH:35]=[CH:36][CH:37]=[C:29]([F:28])[CH:30]=2)=[CH:4][CH:3]=1, predict the reactants needed to synthesize it. (2) Given the product [F:48][C:47]([F:50])([F:49])[C:93]([OH:94])=[O:77].[CH3:36][C:28]1[CH:29]=[C:30]([C:33](=[O:35])[NH:63][CH:60]2[CH2:61][CH2:62][N:57]([CH3:56])[CH2:58][CH2:59]2)[CH:31]=[CH:32][C:27]=1[C:24]1[CH:25]=[CH:26][C:21]([CH2:20][C@H:19]([NH:18][C:16]([C@H:13]2[CH2:12][CH2:11][C@H:10]([CH2:9][NH:8][C:6](=[O:7])[O:5][C:1]([CH3:3])([CH3:4])[CH3:2])[CH2:15][CH2:14]2)=[O:17])[C:37](=[O:55])[NH:38][C:39]2[CH:54]=[CH:53][C:42]3[NH:43][C:44]([C:46]([F:52])([F:51])[C:47]([F:49])([F:48])[F:50])=[N:45][C:41]=3[CH:40]=2)=[CH:22][CH:23]=1, predict the reactants needed to synthesize it. The reactants are: [C:1]([O:5][C:6]([NH:8][CH2:9][C@H:10]1[CH2:15][CH2:14][C@H:13]([C:16]([NH:18][C@H:19]([C:37](=[O:55])[NH:38][C:39]2[CH:54]=[CH:53][C:42]3[NH:43][C:44]([C:46]([F:52])([F:51])[C:47]([F:50])([F:49])[F:48])=[N:45][C:41]=3[CH:40]=2)[CH2:20][C:21]2[CH:26]=[CH:25][C:24]([C:27]3[CH:32]=[CH:31][C:30]([C:33]([OH:35])=O)=[CH:29][C:28]=3[CH3:36])=[CH:23][CH:22]=2)=[O:17])[CH2:12][CH2:11]1)=[O:7])([CH3:4])([CH3:3])[CH3:2].[CH3:56][N:57]1[CH2:62][CH2:61][CH:60]([NH2:63])[CH2:59][CH2:58]1.C(N(CC)C(C)C)(C)C.C(P1(=O)OP(=O)(CCC)OP(=O)(CCC)[O:77]1)CC.CN(C)[CH:93]=[O:94]. (3) Given the product [N:14]1([CH2:13][CH2:12][O:1][C:2]2[CH:9]=[CH:8][CH:7]=[CH:6][C:3]=2[CH2:4][OH:5])[CH2:19][CH2:18][O:17][CH2:16][CH2:15]1, predict the reactants needed to synthesize it. The reactants are: [OH:1][C:2]1[CH:9]=[CH:8][CH:7]=[CH:6][C:3]=1[CH2:4][OH:5].Cl.Cl[CH2:12][CH2:13][N:14]1[CH2:19][CH2:18][O:17][CH2:16][CH2:15]1. (4) Given the product [O:17]=[C:4]([C:19]1[CH:24]=[CH:23][CH:22]=[CH:21][CH:20]=1)[C@@H:5]([NH:9][C:10](=[O:16])[O:11][C:12]([CH3:13])([CH3:14])[CH3:15])[CH2:6][CH2:7][CH3:8], predict the reactants needed to synthesize it. The reactants are: CON(C)[C:4](=[O:17])[C@@H:5]([NH:9][C:10](=[O:16])[O:11][C:12]([CH3:15])([CH3:14])[CH3:13])[CH2:6][CH2:7][CH3:8].[C:19]1([Mg]Br)[CH:24]=[CH:23][CH:22]=[CH:21][CH:20]=1.[Cl-].[NH4+].C(OCC)(=O)C. (5) Given the product [F:17][C:18]([F:30])([F:31])[C:19]1[CH:20]=[C:21]([NH:22][C:8](=[O:10])[C:7]2[C:11]([CH3:15])=[C:12]([Cl:14])[CH:13]=[C:5]([C:1]([CH3:2])([CH3:3])[CH3:4])[C:6]=2[OH:16])[CH:23]=[C:24]([C:26]([F:27])([F:29])[F:28])[CH:25]=1, predict the reactants needed to synthesize it. The reactants are: [C:1]([C:5]1[CH:13]=[C:12]([Cl:14])[C:11]([CH3:15])=[C:7]([C:8]([OH:10])=O)[C:6]=1[OH:16])([CH3:4])([CH3:3])[CH3:2].[F:17][C:18]([F:31])([F:30])[C:19]1[CH:20]=[C:21]([CH:23]=[C:24]([C:26]([F:29])([F:28])[F:27])[CH:25]=1)[NH2:22].